From a dataset of Catalyst prediction with 721,799 reactions and 888 catalyst types from USPTO. Predict which catalyst facilitates the given reaction. (1) Reactant: [CH2:1]([C:3]1[N:4]([C:28]2[CH:33]=[CH:32][C:31]([OH:34])=[CH:30][CH:29]=2)[C:5](=[O:27])[C:6]([CH2:12][C:13]2[CH:18]=[CH:17][C:16]([C:19]3[C:20]([C:25]#[N:26])=[CH:21][CH:22]=[CH:23][CH:24]=3)=[CH:15][CH:14]=2)=[C:7]([CH2:9][CH2:10][CH3:11])[N:8]=1)[CH3:2].[O:35]1[C:39]2([CH2:44][CH2:43][CH:42](O)[CH2:41][CH2:40]2)[O:38][CH2:37][CH2:36]1.N(C(OC(C)C)=O)=NC(OC(C)C)=O.C1(P(C2C=CC=CC=2)C2C=CC=CC=2)C=CC=CC=1. Product: [O:35]1[C:39]2([CH2:44][CH2:43][CH:42]([O:34][C:31]3[CH:32]=[CH:33][C:28]([N:4]4[C:5](=[O:27])[C:6]([CH2:12][C:13]5[CH:18]=[CH:17][C:16]([C:19]6[C:20]([C:25]#[N:26])=[CH:21][CH:22]=[CH:23][CH:24]=6)=[CH:15][CH:14]=5)=[C:7]([CH2:9][CH2:10][CH3:11])[N:8]=[C:3]4[CH2:1][CH3:2])=[CH:29][CH:30]=3)[CH2:41][CH2:40]2)[O:38][CH2:37][CH2:36]1. The catalyst class is: 362. (2) Reactant: [H-].[Na+].Cl.[F:4][C:5]([F:24])([F:23])[C:6]([NH:8][C:9]1([CH2:15][NH:16][C:17](=[O:22])[C:18]([F:21])([F:20])[F:19])[CH2:14][CH2:13][NH:12][CH2:11][CH2:10]1)=[O:7].Br.Br[CH2:27][C:28]1[CH:33]=[CH:32][N:31]=[CH:30][CH:29]=1. Product: [F:19][C:18]([F:21])([F:20])[C:17]([NH:16][CH2:15][C:9]1([NH:8][C:6](=[O:7])[C:5]([F:4])([F:23])[F:24])[CH2:14][CH2:13][N:12]([CH2:27][C:28]2[CH:33]=[CH:32][N:31]=[CH:30][CH:29]=2)[CH2:11][CH2:10]1)=[O:22]. The catalyst class is: 3. (3) Reactant: C([O:3][C:4]([C:6]1[N:7]=[C:8]2[CH:13]=[N:12][C:11]([C:14]([F:17])([F:16])[F:15])=[CH:10][N:9]2[CH:18]=1)=[O:5])C.O.[OH-].[Li+]. Product: [F:17][C:14]([F:15])([F:16])[C:11]1[N:12]=[CH:13][C:8]2[N:9]([CH:18]=[C:6]([C:4]([OH:5])=[O:3])[N:7]=2)[CH:10]=1. The catalyst class is: 30.